Task: Predict the reactants needed to synthesize the given product.. Dataset: Full USPTO retrosynthesis dataset with 1.9M reactions from patents (1976-2016) (1) Given the product [Br:16][C:14]1[CH:13]=[CH:12][C:7]2[C:8](=[O:9])[NH:1][CH2:2][CH2:3][CH2:4][O:5][C:6]=2[CH:15]=1, predict the reactants needed to synthesize it. The reactants are: [NH2:1][CH2:2][CH2:3][CH2:4][O:5][C:6]1[CH:15]=[C:14]([Br:16])[CH:13]=[CH:12][C:7]=1[C:8](OC)=[O:9].[Li+].C[Si]([N-][Si](C)(C)C)(C)C. (2) Given the product [CH3:4][C:2]([S:5]([NH:7][C@@H:8]([C:9]1[CH:10]=[N:11][C:12]([C:15]([F:18])([F:16])[F:17])=[CH:13][CH:14]=1)[CH3:19])=[O:6])([CH3:1])[CH3:3], predict the reactants needed to synthesize it. The reactants are: [CH3:1][C:2]([S:5](/[N:7]=[CH:8]/[C:9]1[CH:10]=[N:11][C:12]([C:15]([F:18])([F:17])[F:16])=[CH:13][CH:14]=1)=[O:6])([CH3:4])[CH3:3].[CH3:19][Mg]Br. (3) Given the product [Br:17][C:14]1[N:15]=[CH:16][C:11]([NH:10][CH2:7][C:5]2[C:4]([CH3:9])=[N:3][N:2]([CH3:1])[CH:6]=2)=[N:12][CH:13]=1, predict the reactants needed to synthesize it. The reactants are: [CH3:1][N:2]1[CH:6]=[C:5]([CH:7]=O)[C:4]([CH3:9])=[N:3]1.[NH2:10][C:11]1[CH:16]=[N:15][C:14]([Br:17])=[CH:13][N:12]=1.[B-][N+](C)(C)C.C(O)(=O)C. (4) Given the product [F:7][C:8]1[C:9]([CH:20]=[CH2:1])=[C:10]2[C:15]([N:14]=[CH:13][C:12]([O:18][CH3:19])=[N:11]2)=[CH:16][CH:17]=1, predict the reactants needed to synthesize it. The reactants are: [CH3:1]C([O-])(C)C.[K+].[F:7][C:8]1[CH:17]=[CH:16][C:15]2[N:14]=[CH:13][C:12]([O:18][CH3:19])=[N:11][C:10]=2[C:9]=1[CH:20]=O.[NH4+].[Cl-].O. (5) Given the product [CH3:1][O:2][NH:3][CH2:4][C:5]1[CH:10]=[CH:9][C:8]([NH:11][C:12](=[O:14])[CH3:13])=[CH:7][CH:6]=1, predict the reactants needed to synthesize it. The reactants are: [CH3:1][O:2][N:3]=[CH:4][C:5]1[CH:10]=[CH:9][C:8]([NH:11][C:12](=[O:14])[CH3:13])=[CH:7][CH:6]=1.C([BH3-])#N.[Na+]. (6) Given the product [Cl:31][C:32]1[CH:37]=[CH:36][C:35]([C:38]2([OH:46])[CH2:43][CH2:42][N:41]([C:13](=[O:15])[C@H:9]([NH:8][C:1](=[O:2])[O:3][C:4]([CH3:5])([CH3:6])[CH3:7])[CH:10]([CH3:11])[CH3:12])[CH2:40][C:39]2([CH3:44])[CH3:45])=[CH:34][C:33]=1[O:47][CH3:48], predict the reactants needed to synthesize it. The reactants are: [C:1]([NH:8][C@@H:9]([C:13]([OH:15])=O)[CH:10]([CH3:12])[CH3:11])([O:3][C:4]([CH3:7])([CH3:6])[CH3:5])=[O:2].C(Cl)CCl.C1C=CC2N(O)N=NC=2C=1.Cl.[Cl:31][C:32]1[CH:37]=[CH:36][C:35]([C:38]2([OH:46])[CH2:43][CH2:42][NH:41][CH2:40][C:39]2([CH3:45])[CH3:44])=[CH:34][C:33]=1[O:47][CH3:48].CCN(C(C)C)C(C)C. (7) Given the product [CH3:1][O:2][C:3](=[O:4])[CH2:5][CH2:6][C:7]1[C:8]([CH3:16])=[C:9]([C:13](=[O:15])[NH:61][CH:58]2[CH2:59][CH2:60][N:55]([CH:52]([CH3:54])[CH3:53])[CH2:56][CH2:57]2)[NH:10][C:11]=1[CH3:12], predict the reactants needed to synthesize it. The reactants are: [CH3:1][O:2][C:3]([CH2:5][CH2:6][C:7]1[C:8]([CH3:16])=[C:9]([C:13]([OH:15])=O)[NH:10][C:11]=1[CH3:12])=[O:4].CN(C(ON1N=NC2C=CC=NC1=2)=[N+](C)C)C.F[P-](F)(F)(F)(F)F.CCN(C(C)C)C(C)C.Cl.Cl.[CH:52]([N:55]1[CH2:60][CH2:59][CH:58]([NH2:61])[CH2:57][CH2:56]1)([CH3:54])[CH3:53]. (8) Given the product [F:1][C:2]1[CH:7]=[CH:6][C:5]([F:8])=[CH:4][C:3]=1[C:9]1[CH:21]=[CH:20][C:12]([C:13]([OH:15])=[O:14])=[CH:11][N:10]=1, predict the reactants needed to synthesize it. The reactants are: [F:1][C:2]1[CH:7]=[CH:6][C:5]([F:8])=[CH:4][C:3]=1[C:9]1[CH:21]=[CH:20][C:12]([C:13]([O:15]C(C)(C)C)=[O:14])=[CH:11][N:10]=1.C(O)(C(F)(F)F)=O.C1(C)C=CC=CC=1. (9) Given the product [F:14][C:10]1[CH:9]=[C:8]2[C:13](=[CH:12][CH:11]=1)[N:5]([CH2:4][C:3]([OH:31])=[O:2])[C:6]([CH3:30])=[C:7]2[CH2:15][C:16]1[S:17][CH:18]=[CH:19][C:20]=1[S:21]([C:24]1[CH:25]=[CH:26][N:27]=[CH:28][CH:29]=1)(=[O:22])=[O:23], predict the reactants needed to synthesize it. The reactants are: C[O:2][C:3](=[O:31])[CH2:4][N:5]1[C:13]2[C:8](=[CH:9][C:10]([F:14])=[CH:11][CH:12]=2)[C:7]([CH2:15][C:16]2[S:17][CH:18]=[CH:19][C:20]=2[S:21]([C:24]2[CH:29]=[CH:28][N:27]=[CH:26][CH:25]=2)(=[O:23])=[O:22])=[C:6]1[CH3:30].[OH-].[Na+].Cl. (10) Given the product [CH3:16][C@H:3]([CH2:2][N:24]1[CH2:25][CH2:26][CH:21]([O:20][CH2:17][CH2:18][CH3:19])[CH2:22][CH2:23]1)[CH2:4][N:5]1[C:10]2[CH:11]=[CH:12][CH:13]=[CH:14][C:9]=2[O:8][CH2:7][C:6]1=[O:15], predict the reactants needed to synthesize it. The reactants are: I[CH2:2][C@@H:3]([CH3:16])[CH2:4][N:5]1[C:10]2[CH:11]=[CH:12][CH:13]=[CH:14][C:9]=2[O:8][CH2:7][C:6]1=[O:15].[CH2:17]([O:20][CH:21]1[CH2:26][CH2:25][NH:24][CH2:23][CH2:22]1)[CH2:18][CH3:19].